Task: Predict the product of the given reaction.. Dataset: Forward reaction prediction with 1.9M reactions from USPTO patents (1976-2016) (1) Given the reactants [CH3:1][S:2][C:3]1[CH:12]=[CH:11][C:10]([N+:13]([O-])=O)=[CH:9][C:4]=1[C:5]([O:7][CH3:8])=[O:6].C(O)(=O)C.O, predict the reaction product. The product is: [CH3:1][S:2][C:3]1[CH:12]=[CH:11][C:10]([NH2:13])=[CH:9][C:4]=1[C:5]([O:7][CH3:8])=[O:6]. (2) Given the reactants [CH3:1][O:2][C:3]1[CH:38]=[CH:37][C:6]([CH2:7][N:8]([C:31]2[CH:36]=[CH:35][N:34]=[CH:33][N:32]=2)[S:9]([C:12]2[CH:21]=[CH:20][C:19]3[C:14](=[CH:15][CH:16]=[CH:17][C:18]=3B3OC(C)(C)C(C)(C)O3)[CH:13]=2)(=[O:11])=[O:10])=[CH:5][CH:4]=1.[F:39][C:40]1[CH:41]=[C:42]([C:47]2[N:54]=[C:53]([O:55][CH3:56])[C:52](I)=[CH:51][C:48]=2[C:49]#[N:50])[CH:43]=[C:44]([F:46])[CH:45]=1.C(=O)([O-])[O-].[Na+].[Na+].O, predict the reaction product. The product is: [C:49]([C:48]1[CH:51]=[C:52]([C:18]2[CH:17]=[CH:16][CH:15]=[C:14]3[C:19]=2[CH:20]=[CH:21][C:12]([S:9]([N:8]([CH2:7][C:6]2[CH:37]=[CH:38][C:3]([O:2][CH3:1])=[CH:4][CH:5]=2)[C:31]2[CH:36]=[CH:35][N:34]=[CH:33][N:32]=2)(=[O:10])=[O:11])=[CH:13]3)[C:53]([O:55][CH3:56])=[N:54][C:47]=1[C:42]1[CH:41]=[C:40]([F:39])[CH:45]=[C:44]([F:46])[CH:43]=1)#[N:50].